This data is from Reaction yield outcomes from USPTO patents with 853,638 reactions. The task is: Predict the reaction yield, written as a fraction of the theoretical maximum amount of product (1.0 means a 100% yield; for example, 0.34 means a 34% yield). (1) The reactants are [CH3:1][O:2][C:3]1[CH:29]=[CH:28][C:6]([CH2:7][N:8]2[CH2:13][CH2:12][N:11]([C:14]3[CH:19]=[CH:18][CH:17]=[CH:16][C:15]=3/[CH:20]=[CH:21]/[C:22](OCC)=[O:23])[C:10](=[O:27])[CH2:9]2)=[CH:5][CH:4]=1.[NH2:30][OH:31].[OH-].[Na+]. The catalyst is O1CCCC1.CO. The product is [OH:31][NH:30][C:22](=[O:23])/[CH:21]=[CH:20]/[C:15]1[CH:16]=[CH:17][CH:18]=[CH:19][C:14]=1[N:11]1[CH2:12][CH2:13][N:8]([CH2:7][C:6]2[CH:28]=[CH:29][C:3]([O:2][CH3:1])=[CH:4][CH:5]=2)[CH2:9][C:10]1=[O:27]. The yield is 0.240. (2) The reactants are [F:1][C:2]1[CH:7]=[CH:6][C:5]([F:8])=[CH:4][C:3]=1[C@H:9]1[CH2:13][CH2:12][CH2:11][N:10]1[C:14]1[CH:19]=[CH:18][N:17]2[N:20]=[CH:21][C:22]([NH2:23])=[C:16]2[N:15]=1.[Cl:24][C:25]1[N:30]=[C:29]([C:31](O)=[O:32])[CH:28]=[CH:27][CH:26]=1. No catalyst specified. The product is [Cl:24][C:25]1[N:30]=[C:29]([C:31]([NH:23][C:22]2[CH:21]=[N:20][N:17]3[CH:18]=[CH:19][C:14]([N:10]4[CH2:11][CH2:12][CH2:13][C@@H:9]4[C:3]4[CH:4]=[C:5]([F:8])[CH:6]=[CH:7][C:2]=4[F:1])=[N:15][C:16]=23)=[O:32])[CH:28]=[CH:27][CH:26]=1. The yield is 0.310.